Dataset: Catalyst prediction with 721,799 reactions and 888 catalyst types from USPTO. Task: Predict which catalyst facilitates the given reaction. (1) Reactant: C1(P(C2C=CC=CC=2)C2C=CC=CC=2)C=CC=CC=1.BrN1C(=O)CCC1=O.[Cl:28][C:29]1[CH:30]=[C:31](/[C:41](=[CH:45]\[CH:46]2[CH2:52][CH2:51][CH2:50][CH2:49][CH2:48][CH2:47]2)/[C:42](O)=[O:43])[CH:32]=[CH:33][C:34]=1[N:35]1[C:39]([CH3:40])=[N:38][N:37]=[N:36]1.[NH2:53][C:54]1[S:55][CH:56]=[CH:57][N:58]=1. Product: [Cl:28][C:29]1[CH:30]=[C:31](/[C:41](=[CH:45]\[CH:46]2[CH2:52][CH2:51][CH2:50][CH2:49][CH2:48][CH2:47]2)/[C:42]([NH:53][C:54]2[S:55][CH:56]=[CH:57][N:58]=2)=[O:43])[CH:32]=[CH:33][C:34]=1[N:35]1[C:39]([CH3:40])=[N:38][N:37]=[N:36]1. The catalyst class is: 2. (2) Reactant: [NH2:1][C:2]1[CH:3]=[CH:4][C:5]([F:40])=[C:6]([C@:8]2([CH2:38][F:39])[C@H:14]3[C@:12](/[CH:15]=[CH:16]/[C:17]([O:19][CH2:20][CH3:21])=[O:18])([CH2:13]3)[S:11][C:10]([N:22]([C:31]([O:33][C:34]([CH3:37])([CH3:36])[CH3:35])=[O:32])[CH2:23][O:24][CH2:25][CH2:26][Si:27]([CH3:30])([CH3:29])[CH3:28])=[N:9]2)[CH:7]=1.[Cl:41][C:42]1[CH:43]=[CH:44][C:45]([C:48](O)=[O:49])=[N:46][CH:47]=1.C(N(C(C)C)C(C)C)C.CN(C(ON1N=NC2C=CC=NC1=2)=[N+](C)C)C.F[P-](F)(F)(F)(F)F. Product: [C:34]([O:33][C:31]([N:22]([CH2:23][O:24][CH2:25][CH2:26][Si:27]([CH3:29])([CH3:28])[CH3:30])[C:10]1[S:11][C@:12]2(/[CH:15]=[CH:16]/[C:17]([O:19][CH2:20][CH3:21])=[O:18])[C@H:14]([C@:8]([C:6]3[CH:7]=[C:2]([NH:1][C:48](=[O:49])[C:45]4[CH:44]=[CH:43][C:42]([Cl:41])=[CH:47][N:46]=4)[CH:3]=[CH:4][C:5]=3[F:40])([CH2:38][F:39])[N:9]=1)[CH2:13]2)=[O:32])([CH3:36])([CH3:35])[CH3:37]. The catalyst class is: 18. (3) Reactant: [CH2:1]([C:8]1[N:12]=[C:11]([NH:13][C:14]([C:16]2[CH:21]=[CH:20][C:19]([C@H:22]3[CH2:27][CH2:26][C@H:25]([CH2:28][CH2:29][C:30]([O:32]C(C)(C)C)=[O:31])[CH2:24][CH2:23]3)=[CH:18][CH:17]=2)=[O:15])[O:10][N:9]=1)[C:2]1[CH:7]=[CH:6][CH:5]=[CH:4][CH:3]=1.FC(F)(F)C(O)=O. Product: [CH2:1]([C:8]1[N:12]=[C:11]([NH:13][C:14]([C:16]2[CH:17]=[CH:18][C:19]([C@H:22]3[CH2:27][CH2:26][C@H:25]([CH2:28][CH2:29][C:30]([OH:32])=[O:31])[CH2:24][CH2:23]3)=[CH:20][CH:21]=2)=[O:15])[O:10][N:9]=1)[C:2]1[CH:7]=[CH:6][CH:5]=[CH:4][CH:3]=1. The catalyst class is: 4. (4) Reactant: [OH:1][C@@H:2]1[C@H:6]2[N:7](C(OCC3C=CC=CC=3)=O)[CH2:8][C@H:9]([CH3:10])[C@H:5]2[O:4][CH2:3]1.[H][H]. Product: [CH3:10][C@H:9]1[CH2:8][NH:7][C@@H:6]2[C@@H:2]([OH:1])[CH2:3][O:4][C@H:5]12. The catalyst class is: 43. (5) Reactant: [Cl:1][C:2]1[CH:7]=[CH:6][C:5]([CH:8]([C:50]2[CH:55]=[CH:54][C:53]([Cl:56])=[CH:52][CH:51]=2)[C:9]2[CH:10]=[C:11]3[C:16](=[CH:17][CH:18]=2)[N:15]=[CH:14][N:13]=[C:12]3[NH:19][CH:20]2[CH2:25][CH2:24][N:23]([S:26]([C:29]3[CH:49]=[CH:48][C:32]([C:33]([NH:35][CH2:36][CH2:37][CH2:38][O:39][C:40]4[CH:45]=[CH:44][C:43]([CH2:46]Cl)=[CH:42][CH:41]=4)=[O:34])=[CH:31][CH:30]=3)(=[O:28])=[O:27])[CH2:22][CH2:21]2)=[CH:4][CH:3]=1.CC([O-])=[O:59].[Na+].[OH-].[Na+]. Product: [Cl:1][C:2]1[CH:7]=[CH:6][C:5]([CH:8]([C:50]2[CH:55]=[CH:54][C:53]([Cl:56])=[CH:52][CH:51]=2)[C:9]2[CH:10]=[C:11]3[C:16](=[CH:17][CH:18]=2)[N:15]=[CH:14][N:13]=[C:12]3[NH:19][CH:20]2[CH2:21][CH2:22][N:23]([S:26]([C:29]3[CH:49]=[CH:48][C:32]([C:33]([NH:35][CH2:36][CH2:37][CH2:38][O:39][C:40]4[CH:41]=[CH:42][C:43]([CH2:46][OH:59])=[CH:44][CH:45]=4)=[O:34])=[CH:31][CH:30]=3)(=[O:27])=[O:28])[CH2:24][CH2:25]2)=[CH:4][CH:3]=1. The catalyst class is: 735.